Dataset: Acute oral toxicity (LD50) regression data from Zhu et al.. Task: Regression/Classification. Given a drug SMILES string, predict its toxicity properties. Task type varies by dataset: regression for continuous values (e.g., LD50, hERG inhibition percentage) or binary classification for toxic/non-toxic outcomes (e.g., AMES mutagenicity, cardiotoxicity, hepatotoxicity). Dataset: ld50_zhu. (1) The molecule is CC(OCCCl)OCCCl. The rat oral LD50 is 2.78, given as -log10 of the dose in mol/kg body weight (higher means more acutely toxic). (2) The molecule is CN(C)C(=O)CCNc1ccc(Br)cc1. The rat oral LD50 is 2.18, given as -log10 of the dose in mol/kg body weight (higher means more acutely toxic). (3) The compound is COc1cc(C(=O)N2CCCCCCC2)cc(OC)c1OC. The rat oral LD50 is 3.37, given as -log10 of the dose in mol/kg body weight (higher means more acutely toxic). (4) The drug is CC(C)OC(=O)Nc1ccccc1. The rat oral LD50 is 2.25, given as -log10 of the dose in mol/kg body weight (higher means more acutely toxic). (5) The compound is CCN(CC)CCOC(=O)C(Cc1cccc2ccccc12)CC1CCCO1. The rat oral LD50 is 2.31, given as -log10 of the dose in mol/kg body weight (higher means more acutely toxic). (6) The rat oral LD50 is 5.37, given as -log10 of the dose in mol/kg body weight (higher means more acutely toxic). The molecule is CNC(=O)ON=CC1(C)SCC(C)S1. (7) The compound is CCC[N+](=O)[O-]. The rat oral LD50 is 2.29, given as -log10 of the dose in mol/kg body weight (higher means more acutely toxic). (8) The drug is CCOC(=O)CCCOc1ccc(Cl)cc1C. The rat oral LD50 is 2.26, given as -log10 of the dose in mol/kg body weight (higher means more acutely toxic).